Dataset: Full USPTO retrosynthesis dataset with 1.9M reactions from patents (1976-2016). Task: Predict the reactants needed to synthesize the given product. (1) Given the product [C:1]1([C:7]2[N:8]([CH2:16][C:17]3[CH:18]=[CH:19][C:20]([CH2:21][OH:22])=[CH:25][CH:26]=3)[C:9]3[C:14]([CH:15]=2)=[CH:13][CH:12]=[CH:11][CH:10]=3)[CH:2]=[CH:3][CH:4]=[CH:5][CH:6]=1, predict the reactants needed to synthesize it. The reactants are: [C:1]1([C:7]2[N:8]([CH2:16][C:17]3[CH:26]=[CH:25][C:20]([C:21](OC)=[O:22])=[CH:19][CH:18]=3)[C:9]3[C:14]([CH:15]=2)=[CH:13][CH:12]=[CH:11][CH:10]=3)[CH:6]=[CH:5][CH:4]=[CH:3][CH:2]=1.[H-].C([Al+]CC(C)C)C(C)C.C(O)(=O)CC(CC(O)=O)(C(O)=O)O. (2) Given the product [CH:9]1([C:7]2[O:8][C:4]3[C:5](=[C:12]([C:15]#[N:16])[C:13]([CH3:14])=[C:2]([C:23]([O:25][CH2:26][CH3:27])=[CH2:24])[C:3]=3[F:17])[N:6]=2)[CH2:11][CH2:10]1, predict the reactants needed to synthesize it. The reactants are: Br[C:2]1[C:3]([F:17])=[C:4]2[O:8][C:7]([CH:9]3[CH2:11][CH2:10]3)=[N:6][C:5]2=[C:12]([C:15]#[N:16])[C:13]=1[CH3:14].C([Sn](CCCC)(CCCC)[C:23]([O:25][CH2:26][CH3:27])=[CH2:24])CCC. (3) Given the product [CH3:14][O:15][C:16]1[C:21]([CH:22]([OH:23])[C:8]#[C:7][C:1]2[CH:6]=[CH:5][CH:4]=[CH:3][CH:2]=2)=[CH:20][CH:19]=[C:18]([O:24][CH3:25])[N:17]=1, predict the reactants needed to synthesize it. The reactants are: [C:1]1([C:7]#[CH:8])[CH:6]=[CH:5][CH:4]=[CH:3][CH:2]=1.[Li]CCCC.[CH3:14][O:15][C:16]1[C:21]([CH:22]=[O:23])=[CH:20][CH:19]=[C:18]([O:24][CH3:25])[N:17]=1.[Cl-].[NH4+]. (4) Given the product [Cl:28][CH2:13][C:9]1[CH:10]=[N:11][O:12][C:8]=1[C:5]1[CH:6]=[CH:7][C:2]([CH3:1])=[CH:3][CH:4]=1, predict the reactants needed to synthesize it. The reactants are: [CH3:1][C:2]1[CH:7]=[CH:6][C:5]([C:8]2[O:12][N:11]=[CH:10][C:9]=2[C:13](OCC)=O)=[CH:4][CH:3]=1.[H-].C([Al+]CC(C)C)C(C)C.[ClH:28]. (5) Given the product [Cl:17][C:16]([Cl:19])([Cl:18])[CH:12]([C:11]1[CH:14]=[CH:15][C:8]([C:6]2[O:7][C:3]([CH2:1][CH3:2])=[N:4][N:5]=2)=[CH:9][CH:10]=1)[OH:13], predict the reactants needed to synthesize it. The reactants are: [CH2:1]([C:3]1[O:7][C:6]([C:8]2[CH:15]=[CH:14][C:11]([CH:12]=[O:13])=[CH:10][CH:9]=2)=[N:5][N:4]=1)[CH3:2].[CH:16]([Cl:19])([Cl:18])[Cl:17].[OH-].[K+].